From a dataset of Forward reaction prediction with 1.9M reactions from USPTO patents (1976-2016). Predict the product of the given reaction. (1) Given the reactants [S:1]([N:9]1[CH:13]=[CH:12][N:11]=[CH:10]1)([N:4]1[CH:8]=[CH:7][N:6]=[CH:5]1)(=[O:3])=[O:2].[F:14][C:15]([F:22])([F:21])[S:16]([O:19]C)(=[O:18])=[O:17], predict the reaction product. The product is: [O-:19][S:16]([C:15]([F:22])([F:21])[F:14])(=[O:18])=[O:17].[N:4]1([S:1]([N:9]2[CH:13]=[CH:12][N+:11]([CH3:15])=[CH:10]2)(=[O:2])=[O:3])[CH:8]=[CH:7][N:6]=[CH:5]1. (2) The product is: [Cl:1][C:2]1[CH:3]=[N:4][C:5]2[N:6]([N:8]=[C:9]([C:11]([N:21]3[CH2:20][CH2:19][C:18]4[C:23](=[CH:24][C:25]([O:26][CH3:27])=[C:16]([O:15][CH3:14])[CH:17]=4)[CH2:22]3)=[O:13])[CH:10]=2)[CH:7]=1. Given the reactants [Cl:1][C:2]1[CH:3]=[N:4][C:5]2[N:6]([N:8]=[C:9]([C:11]([OH:13])=O)[CH:10]=2)[CH:7]=1.[CH3:14][O:15][C:16]1[CH:17]=[C:18]2[C:23](=[CH:24][C:25]=1[O:26][CH3:27])[CH2:22][NH:21][CH2:20][CH2:19]2, predict the reaction product. (3) Given the reactants [CH2:1]([O:3][C:4]1[C:5]2[CH:13]=[C:12]([CH2:14][CH3:15])[NH:11][C:6]=2[N:7]=[C:8]([SH:10])[N:9]=1)[CH3:2].Br[C:17]1[S:18][CH:19]=[C:20]([C:22]([O:24][CH3:25])=[O:23])[N:21]=1.C([O-])(O)=O.[Na+], predict the reaction product. The product is: [CH2:1]([O:3][C:4]1[C:5]2[CH:13]=[C:12]([CH2:14][CH3:15])[NH:11][C:6]=2[N:7]=[C:8]([S:10][C:17]2[S:18][CH:19]=[C:20]([C:22]([O:24][CH3:25])=[O:23])[N:21]=2)[N:9]=1)[CH3:2]. (4) The product is: [F:1][C:2]1[C:3]([C:18]2[NH:22][C:21]([CH3:23])=[C:20]([C:24]([OH:26])=[O:25])[CH:19]=2)=[C:4]2[C:9](=[CH:10][CH:11]=1)[N:8]=[C:7]([CH3:12])[C:6]([NH:13][C:14]1([CH3:17])[CH2:15][CH2:16]1)=[N:5]2. Given the reactants [F:1][C:2]1[C:3]([C:18]2[NH:22][C:21]([CH3:23])=[C:20]([C:24]([O:26]CC)=[O:25])[CH:19]=2)=[C:4]2[C:9](=[CH:10][CH:11]=1)[N:8]=[C:7]([CH3:12])[C:6]([NH:13][C:14]1([CH3:17])[CH2:16][CH2:15]1)=[N:5]2.Cl, predict the reaction product. (5) Given the reactants Br[C:2]1[CH:3]=[C:4]2[C:9](=[C:10](Br)[CH:11]=1)[O:8][C:7](=[O:13])[C:6]([C:14]1[CH:19]=[CH:18][C:17]([O:20][CH3:21])=[CH:16][CH:15]=1)=[CH:5]2.[CH:22](NC(C)C)([CH3:24])[CH3:23].[C:29]([OH:33])#[C:30][CH2:31][CH3:32].Cl.CN([CH:38]=[O:39])C, predict the reaction product. The product is: [OH:33][CH2:29][CH2:30][C:31]#[C:32][C:2]1[CH:3]=[C:4]2[C:9](=[C:10]([C:23]#[C:22][CH2:24][CH2:38][OH:39])[CH:11]=1)[O:8][C:7](=[O:13])[C:6]([C:14]1[CH:19]=[CH:18][C:17]([O:20][CH3:21])=[CH:16][CH:15]=1)=[CH:5]2. (6) Given the reactants C[O:2][C:3](=O)[CH2:4][CH2:5][CH2:6][CH2:7][NH:8][C:9]([C:11]1[C:20]2[C:15](=[CH:16][CH:17]=[CH:18][CH:19]=2)[C:14]([N:21]([CH3:23])[CH3:22])=[CH:13][CH:12]=1)=[O:10].Cl.[NH2:26][OH:27].C[O-].[Na+], predict the reaction product. The product is: [CH3:22][N:21]([CH3:23])[C:14]1[C:15]2[C:20](=[CH:19][CH:18]=[CH:17][CH:16]=2)[C:11]([C:9]([NH:8][CH2:7][CH2:6][CH2:5][CH2:4][C:3]([NH:26][OH:27])=[O:2])=[O:10])=[CH:12][CH:13]=1. (7) Given the reactants Br[C:2]1[CH:9]=[CH:8][C:5]([C:6]#[N:7])=[C:4]([O:10][CH3:11])[CH:3]=1.[Li]CCCC.CN([CH:20]=[O:21])C.[Cl-].[Na+], predict the reaction product. The product is: [CH:20]([C:2]1[CH:9]=[CH:8][C:5]([C:6]#[N:7])=[C:4]([O:10][CH3:11])[CH:3]=1)=[O:21]. (8) Given the reactants [CH3:1][N:2]([CH2:4][C:5]1[N:9]([C:10]2[CH:15]=[CH:14][C:13]([N+:16]([O-:18])=[O:17])=[CH:12][CH:11]=2)[N:8]=[C:7]([NH:19][C:20]([NH:22][C:23]2[N:24]=[N:25][C:26]([O:29][CH3:30])=[CH:27][CH:28]=2)=[O:21])[C:6]=1[C:31](OC)=[O:32])[CH3:3].C[O-].[Na+], predict the reaction product. The product is: [CH3:1][N:2]([CH2:4][C:5]1[N:9]([C:10]2[CH:11]=[CH:12][C:13]([N+:16]([O-:18])=[O:17])=[CH:14][CH:15]=2)[N:8]=[C:7]2[C:6]=1[C:31](=[O:32])[N:22]([C:23]1[N:24]=[N:25][C:26]([O:29][CH3:30])=[CH:27][CH:28]=1)[C:20](=[O:21])[NH:19]2)[CH3:3]. (9) Given the reactants CS(O[CH2:6][CH2:7][O:8][CH2:9][CH2:10][NH:11][C:12]([O:14][C:15]([CH3:18])([CH3:17])[CH3:16])=[O:13])(=O)=O.CN(C=O)C.[N-:24]=[N+:25]=[N-:26].[Na+], predict the reaction product. The product is: [N:24]([CH2:6][CH2:7][O:8][CH2:9][CH2:10][NH:11][C:12](=[O:13])[O:14][C:15]([CH3:18])([CH3:17])[CH3:16])=[N+:25]=[N-:26].